Binary Classification. Given a drug SMILES string, predict its activity (active/inactive) in a high-throughput screening assay against a specified biological target. From a dataset of KCNQ2 potassium channel screen with 302,405 compounds. The molecule is S=c1[nH]c(c(C(C(OCCCCC)=O)C)c(=O)[nH]1)C. The result is 0 (inactive).